Task: Predict the reactants needed to synthesize the given product.. Dataset: Full USPTO retrosynthesis dataset with 1.9M reactions from patents (1976-2016) (1) The reactants are: [Br:1][C:2]1[C:3]([Cl:11])=[N:4][CH:5]=[C:6]([CH:10]=1)[C:7]([OH:9])=O.Cl.[CH3:13]NOC.C[Mg]Br. Given the product [Br:1][C:2]1[CH:10]=[C:6]([C:7](=[O:9])[CH3:13])[CH:5]=[N:4][C:3]=1[Cl:11], predict the reactants needed to synthesize it. (2) The reactants are: N1C2C(=CC=CC=2)C(C2SC(NC3C=C(OC)C(OC)=C(OC)C=3)=NC=2N)=NC=1.COC1C=C2C(=CC=1OC)N=CN=C2C1SC(NC2C=[CH:54][C:53]([N:56]3[CH2:61][CH2:60][O:59][CH2:58][CH2:57]3)=CC=2)=NC=1N.[CH3:63][O:64][C:65]1[CH:66]=[C:67]2[C:72](=[CH:73][C:74]=1[O:75][CH3:76])[N:71]=[CH:70][N:69]=[C:68]2[C:77]1[S:81][C:80]([NH:82][C:83]2[CH:88]=[CH:87][C:86](N3CCN(C)CC3)=[CH:85][CH:84]=2)=[N:79][C:78]=1[NH2:96].C12CC(CC1)CC2N1CCN(C2C=CC(NC3SC(C4C5C(=CC(OC)=C(OC)C=5)N=CN=4)=C(N)N=3)=CC=2)CC1. Given the product [CH3:63][O:64][C:65]1[CH:66]=[C:67]2[C:72](=[CH:73][C:74]=1[O:75][CH3:76])[N:71]=[CH:70][N:69]=[C:68]2[C:77]1[S:81][C:80]([NH:82][C:83]2[CH:88]=[CH:87][C:86]([O:59][CH2:58][CH2:57][N:56]3[CH2:53][CH2:54][CH2:60][CH2:61]3)=[CH:85][CH:84]=2)=[N:79][C:78]=1[NH2:96], predict the reactants needed to synthesize it. (3) Given the product [Cl:1][C:2]1[CH:3]=[CH:4][C:5]([O:22][CH2:23][C:24]2[CH:29]=[CH:28][C:27]([Cl:30])=[CH:26][C:25]=2[F:31])=[C:6]([CH:21]=1)[CH2:7][N:8]1[C:17]2[CH:16]=[CH:15][CH:14]=[C:13]([C:18]([NH:47][S:44]([CH3:43])(=[O:46])=[O:45])=[O:19])[C:12]=2[CH2:11][CH2:10][CH2:9]1, predict the reactants needed to synthesize it. The reactants are: [Cl:1][C:2]1[CH:3]=[CH:4][C:5]([O:22][CH2:23][C:24]2[CH:29]=[CH:28][C:27]([Cl:30])=[CH:26][C:25]=2[F:31])=[C:6]([CH:21]=1)[CH2:7][N:8]1[C:17]2[CH:16]=[CH:15][CH:14]=[C:13]([C:18](O)=[O:19])[C:12]=2[CH2:11][CH2:10][CH2:9]1.C1CCN2C(=NCCC2)CC1.[CH3:43][S:44]([NH2:47])(=[O:46])=[O:45]. (4) Given the product [F:2][C:3]1[CH:4]=[CH:5][C:6]2[N:7]([C:9]([C:12]3[NH:13][C:18](=[O:17])[C:19]([C:20]([O:22][CH2:23][CH3:24])=[O:21])=[CH:25][N:14]=3)=[CH:10][N:11]=2)[CH:8]=1, predict the reactants needed to synthesize it. The reactants are: Cl.[F:2][C:3]1[CH:4]=[CH:5][C:6]2[N:7]([C:9]([C:12](=[NH:14])[NH2:13])=[CH:10][N:11]=2)[CH:8]=1.C([O:17][CH:18]=[C:19]([C:25](OCC)=O)[C:20]([O:22][CH2:23][CH3:24])=[O:21])C.[O-]CC.[Na+].C(O)C. (5) Given the product [N:7]12[CH2:8][CH2:9][C:10]([C:15]([C:2]3[S:1][CH:5]=[CH:4][CH:3]=3)([C:2]3[S:1][CH:5]=[CH:4][CH:3]=3)[OH:17])([CH2:11][CH2:12]1)[CH2:13][CH2:14]2, predict the reactants needed to synthesize it. The reactants are: [S:1]1[CH:5]=[CH:4][CH:3]=[C:2]1[Li].[N:7]12[CH2:14][CH2:13][C:10]([C:15]([O:17]CC)=O)([CH2:11][CH2:12]1)[CH2:9][CH2:8]2. (6) Given the product [ClH:42].[ClH:42].[NH2:20][CH2:19][C:9]1[C:10]([CH2:15][CH:16]([CH3:18])[CH3:17])=[N:11][C:12]2[C:7]([C:8]=1[C:28]1[CH:33]=[CH:32][CH:31]=[CH:30][CH:29]=1)=[CH:6][C:5]([O:4][CH2:3][C:2]([NH2:1])=[O:34])=[CH:14][CH:13]=2, predict the reactants needed to synthesize it. The reactants are: [NH2:1][C:2](=[O:34])[CH2:3][O:4][C:5]1[CH:6]=[C:7]2[C:12](=[CH:13][CH:14]=1)[N:11]=[C:10]([CH2:15][CH:16]([CH3:18])[CH3:17])[C:9]([CH2:19][NH:20]C(=O)OC(C)(C)C)=[C:8]2[C:28]1[CH:33]=[CH:32][CH:31]=[CH:30][CH:29]=1.FC(F)(F)C(O)=O.[ClH:42]. (7) Given the product [C@@H:1]1([NH:10][C:11]2[N:16]=[CH:15][N:14]=[C:13]([NH:17][C@@H:18]3[CH2:19][C@H:20]([CH2:24][O:25][S:42]([NH:45][C:46](=[O:52])[O:47][C:48]([CH3:50])([CH3:49])[CH3:51])(=[O:43])=[O:44])[C@@H:21]([OH:23])[CH2:22]3)[CH:12]=2)[C:9]2[C:4](=[CH:5][CH:6]=[CH:7][CH:8]=2)[CH2:3][CH2:2]1, predict the reactants needed to synthesize it. The reactants are: [C@@H:1]1([NH:10][C:11]2[N:16]=[CH:15][N:14]=[C:13]([NH:17][C@H:18]3[CH2:22][C@H:21]([OH:23])[C@@H:20]([CH2:24][OH:25])[CH2:19]3)[CH:12]=2)[C:9]2[C:4](=[CH:5][CH:6]=[CH:7][CH:8]=2)[CH2:3][CH2:2]1.C(C1C=C(C)C=C(C(C)(C)C)N=1)(C)(C)C.Cl[S:42]([NH:45][C:46](=[O:52])[O:47][C:48]([CH3:51])([CH3:50])[CH3:49])(=[O:44])=[O:43].